Task: Predict the product of the given reaction.. Dataset: Forward reaction prediction with 1.9M reactions from USPTO patents (1976-2016) (1) Given the reactants C(OC([N:8](C(OC(C)(C)C)=O)[C:9]1[C:10]([C:26]2[O:30][C:29]([C:31]3[CH:36]=[CH:35][C:34]([CH2:37][N:38](C)[C:39](=O)OC(C)(C)C)=[CH:33][CH:32]=3)=[N:28][N:27]=2)=[N:11][C:12]([C:15]2[CH2:20][CH2:19][CH:18]([NH:21][C:22](=[O:25])[CH2:23][CH3:24])[CH2:17][CH:16]=2)=[CH:13][N:14]=1)=O)(C)(C)C.C(O)(C(F)(F)F)=O, predict the reaction product. The product is: [NH2:8][C:9]1[N:14]=[CH:13][C:12]([C:15]2[CH2:20][CH2:19][CH:18]([NH:21][C:22](=[O:25])[CH2:23][CH3:24])[CH2:17][CH:16]=2)=[N:11][C:10]=1[C:26]1[O:30][C:29]([C:31]2[CH:32]=[CH:33][C:34]([CH2:37][NH:38][CH3:39])=[CH:35][CH:36]=2)=[N:28][N:27]=1. (2) Given the reactants [Br:1][C:2]1[N:6]2[C:7]3[C:12]([CH2:13][CH2:14][C:5]2=[C:4]([C:21]([OH:23])=O)[N:3]=1)=[CH:11][C:10]([O:15][CH3:16])=[C:9]([O:17][CH:18]([CH3:20])[CH3:19])[CH:8]=3.C(Cl)Cl.CCN(C(C)C)C(C)C.[CH3:36][NH:37][C:38]([CH3:41])([CH3:40])[CH3:39].CN(C(ON1N=NC2C=CC=CC1=2)=[N+](C)C)C.[B-](F)(F)(F)F, predict the reaction product. The product is: [C:38]([N:37]([CH3:36])[C:21]([C:4]1[N:3]=[C:2]([Br:1])[N:6]2[C:7]3[C:12](=[CH:11][C:10]([O:15][CH3:16])=[C:9]([O:17][CH:18]([CH3:19])[CH3:20])[CH:8]=3)[CH2:13][CH2:14][C:5]=12)=[O:23])([CH3:41])([CH3:40])[CH3:39]. (3) The product is: [CH2:1]([O:3][C:4]([C:5]1[N:6]2[CH2:11][CH2:10][CH2:9][CH2:8][C:7]2=[N:12][C:13]=1[NH2:14])=[O:15])[CH3:2]. Given the reactants [CH2:1]([O:3][C:4](=[O:15])[CH2:5][N:6]1[CH2:11][CH2:10][CH2:9][CH2:8][C:7]1=[N:12][C:13]#[N:14])[CH3:2].C([O-])C.[Na+], predict the reaction product.